From a dataset of Catalyst prediction with 721,799 reactions and 888 catalyst types from USPTO. Predict which catalyst facilitates the given reaction. (1) Reactant: [CH3:1][N:2]1[C:10]2[C:5](=[CH:6][C:7](B3OC(C)(C)C(C)(C)O3)=[CH:8][CH:9]=2)[CH2:4][C:3]1=[O:20].Br[C:22]1[CH:23]=[N:24][CH:25]=[CH:26][C:27]=1[CH:28]=[CH2:29].COCCOC.C(=O)([O-])[O-].[Na+].[Na+]. Product: [CH3:1][N:2]1[C:10]2[C:5](=[CH:6][C:7]([C:22]3[CH:23]=[N:24][CH:25]=[CH:26][C:27]=3[CH:28]=[CH2:29])=[CH:8][CH:9]=2)[CH2:4][C:3]1=[O:20]. The catalyst class is: 4. (2) Reactant: [Br:1][CH2:2][C:3](Br)=[O:4].[N+:6]([C:9]1[CH:14]=[C:13]([N+:15]([O-:17])=[O:16])[CH:12]=[CH:11][C:10]=1[OH:18])([O-:8])=[O:7].N1C=CC=CC=1.C(O)(=O)CC(CC(O)=O)(C(O)=O)O. Product: [N+:6]([C:9]1[CH:14]=[C:13]([N+:15]([O-:17])=[O:16])[CH:12]=[CH:11][C:10]=1[O:18][C:3](=[O:4])[CH2:2][Br:1])([O-:8])=[O:7]. The catalyst class is: 2. (3) Reactant: [C:1]([O:5][C:6]([N:8]1[CH2:13][CH2:12][NH:11][CH2:10][CH2:9]1)=[O:7])([CH3:4])([CH3:3])[CH3:2].CN(C=O)C.F[C:20]1[CH:27]=[CH:26][C:23]([CH:24]=[O:25])=[CH:22][CH:21]=1.C(=O)([O-])[O-].[Na+].[Na+]. Product: [C:1]([O:5][C:6]([N:8]1[CH2:13][CH2:12][N:11]([C:20]2[CH:27]=[CH:26][C:23]([CH:24]=[O:25])=[CH:22][CH:21]=2)[CH2:10][CH2:9]1)=[O:7])([CH3:4])([CH3:2])[CH3:3]. The catalyst class is: 6. (4) Reactant: [CH2:1]([O:8][CH2:9][C@@H:10]([NH:32][C:33](=[O:45])[C:34]([NH:37]C(=O)OC(C)(C)C)([CH3:36])[CH3:35])[C:11]([N:13]1[CH2:31][CH2:30][CH2:29][C:15]2([C:19](=[O:20])[N:18]([CH3:21])[CH2:17][CH:16]2[C:22]2[CH:27]=[CH:26][C:25]([F:28])=[CH:24][CH:23]=2)[CH2:14]1)=[O:12])[C:2]1[CH:7]=[CH:6][CH:5]=[CH:4][CH:3]=1.C(O)(C(F)(F)F)=O. Product: [NH2:37][C:34]([CH3:36])([CH3:35])[C:33]([NH:32][C@H:10]([CH2:9][O:8][CH2:1][C:2]1[CH:3]=[CH:4][CH:5]=[CH:6][CH:7]=1)[C:11]([N:13]1[CH2:31][CH2:30][CH2:29][C:15]2([C:19](=[O:20])[N:18]([CH3:21])[CH2:17][CH:16]2[C:22]2[CH:27]=[CH:26][C:25]([F:28])=[CH:24][CH:23]=2)[CH2:14]1)=[O:12])=[O:45]. The catalyst class is: 2. (5) Reactant: Br[C:2]1[CH:7]=[CH:6][C:5]([Br:8])=[CH:4][N:3]=1.[Li]CCCC.[CH3:14][C:15]([CH3:17])=[O:16]. Product: [Br:8][C:5]1[CH:6]=[CH:7][C:2]([C:15]([OH:16])([CH3:17])[CH3:14])=[N:3][CH:4]=1. The catalyst class is: 625. (6) Reactant: [CH2:1]([N:8]1[CH2:13][CH2:12][C:11]2=[N:14][NH:15][CH:16]=[C:10]2[CH2:9]1)[C:2]1[CH:7]=[CH:6][CH:5]=[CH:4][CH:3]=1.Cl[C:18]1[N:28]=[CH:27][CH:26]=[CH:25][C:19]=1[C:20]([O:22][CH2:23][CH3:24])=[O:21].C([O-])([O-])=O.[K+].[K+].C1OCCOCCOCCOCCOCCOC1. Product: [CH2:1]([N:8]1[CH2:13][CH2:12][C:11]2=[N:14][N:15]([C:18]3[N:28]=[CH:27][CH:26]=[CH:25][C:19]=3[C:20]([O:22][CH2:23][CH3:24])=[O:21])[CH:16]=[C:10]2[CH2:9]1)[C:2]1[CH:3]=[CH:4][CH:5]=[CH:6][CH:7]=1. The catalyst class is: 9. (7) Product: [F:12][C:2]([F:1])([F:13])[C:3]1[N:11]=[C:6]2[CH2:7][NH:8][CH2:9][CH2:10][N:5]2[N:4]=1. Reactant: [F:1][C:2]([F:13])([F:12])[C:3]1[N:11]=[C:6]2[CH:7]=[N:8][CH:9]=[CH:10][N:5]2[N:4]=1.C(OCC)(=O)C.CO.ClCCl. The catalyst class is: 63. (8) Reactant: [Cl:1][C:2]1[CH:29]=[CH:28][CH:27]=[C:26]([F:30])[C:3]=1[CH2:4][NH:5][C:6]1[CH:11]=[CH:10][N:9]=[CH:8][C:7]=1[S:12]([NH:15][C:16]1[CH:21]=[CH:20][C:19]([O:22][CH3:23])=[C:18]([O:24][CH3:25])[CH:17]=1)(=[O:14])=[O:13].[C:31](N1C=CN=C1)(N1C=CN=C1)=[O:32]. Product: [Cl:1][C:2]1[CH:29]=[CH:28][CH:27]=[C:26]([F:30])[C:3]=1[CH2:4][N:5]1[C:6]2[CH:11]=[CH:10][N:9]=[CH:8][C:7]=2[S:12](=[O:14])(=[O:13])[N:15]([C:16]2[CH:21]=[CH:20][C:19]([O:22][CH3:23])=[C:18]([O:24][CH3:25])[CH:17]=2)[C:31]1=[O:32]. The catalyst class is: 26. (9) Reactant: [BH4-].[Na+].C(O)C.[CH2:6]([O:8][C:9]1[CH:14]=[CH:13][C:12]([C:15]2[CH:20]=[CH:19][C:18]([CH2:21][CH2:22][CH:23]=[O:24])=[CH:17][CH:16]=2)=[C:11]([F:25])[C:10]=1[F:26])[CH3:7]. Product: [CH2:6]([O:8][C:9]1[CH:14]=[CH:13][C:12]([C:15]2[CH:20]=[CH:19][C:18]([CH2:21][CH2:22][CH2:23][OH:24])=[CH:17][CH:16]=2)=[C:11]([F:25])[C:10]=1[F:26])[CH3:7]. The catalyst class is: 6.